The task is: Predict the product of the given reaction.. This data is from Forward reaction prediction with 1.9M reactions from USPTO patents (1976-2016). Given the reactants Br[C:2]1[S:3][CH:4]=[CH:5][C:6]=1[C:7]([O:9]C)=O.[NH2:11][C:12]1[C:21](B2OC(C)(C)C(C)(C)O2)=[CH:20][CH:19]=[CH:18][C:13]=1[C:14]([O:16][CH3:17])=[O:15].C([O-])([O-])=O.[Cs+].[Cs+].C(Cl)Cl, predict the reaction product. The product is: [O:9]=[C:7]1[C:6]2[CH:5]=[CH:4][S:3][C:2]=2[C:21]2[C:12](=[C:13]([C:14]([O:16][CH3:17])=[O:15])[CH:18]=[CH:19][CH:20]=2)[NH:11]1.